The task is: Predict which catalyst facilitates the given reaction.. This data is from Catalyst prediction with 721,799 reactions and 888 catalyst types from USPTO. (1) Reactant: [SH2:1].[N:2]1[CH:7]=[CH:6][C:5]([CH2:8][C:9]#[N:10])=[CH:4][CH:3]=1. Product: [N:2]1[CH:7]=[CH:6][C:5]([CH2:8][C:9](=[S:1])[NH2:10])=[CH:4][CH:3]=1. The catalyst class is: 5. (2) Reactant: [CH3:1][O:2][C:3]([C:5]1[S:6][CH:7]=[CH:8][C:9]=1[NH2:10])=[O:4].[CH2:11]([O:18][C:19]([N:21]1[CH2:26][CH2:25][C:24](=O)[CH2:23][CH2:22]1)=[O:20])[C:12]1[CH:17]=[CH:16][CH:15]=[CH:14][CH:13]=1.[Sn](CCCC)(CCCC)(Cl)Cl.C1([SiH3])C=CC=CC=1. Product: [CH2:11]([O:18][C:19]([N:21]1[CH2:26][CH2:25][CH:24]([NH:10][C:9]2[CH:8]=[CH:7][S:6][C:5]=2[C:3]([O:2][CH3:1])=[O:4])[CH2:23][CH2:22]1)=[O:20])[C:12]1[CH:13]=[CH:14][CH:15]=[CH:16][CH:17]=1. The catalyst class is: 1. (3) Reactant: FC(F)(F)S(O[C:7]1[CH:12]=[CH:11][CH:10]=[C:9]([N:13]2[C:17]3[CH:18]=[CH:19][CH:20]=[C:21]([C:22]([F:25])([F:24])[F:23])[C:16]=3[N:15]=[C:14]2[CH3:26])[CH:8]=1)(=O)=O.[CH3:29][S:30]([C:33]1[CH:34]=[C:35](B(O)O)[CH:36]=[CH:37][CH:38]=1)(=[O:32])=[O:31].[O-]P([O-])([O-])=O.[K+].[K+].[K+]. Product: [CH3:26][C:14]1[N:13]([C:9]2[CH:8]=[C:7]([C:37]3[CH:36]=[CH:35][CH:34]=[C:33]([S:30]([CH3:29])(=[O:32])=[O:31])[CH:38]=3)[CH:12]=[CH:11][CH:10]=2)[C:17]2[CH:18]=[CH:19][CH:20]=[C:21]([C:22]([F:24])([F:25])[F:23])[C:16]=2[N:15]=1. The catalyst class is: 77. (4) Reactant: [O:1]([C:8]1[CH:28]=[CH:27][C:11]([O:12][C:13]2[C:14]3[N:21]([CH:22]4[CH2:26][CH2:25][NH:24][CH2:23]4)[CH:20]=[CH:19][C:15]=3[N:16]=[CH:17][N:18]=2)=[CH:10][CH:9]=1)[C:2]1[CH:7]=[CH:6][CH:5]=[CH:4][CH:3]=1.C(=O)(O)[O-].[Na+].[C:34](Br)#[N:35]. Product: [O:1]([C:8]1[CH:28]=[CH:27][C:11]([O:12][C:13]2[C:14]3[N:21]([CH:22]4[CH2:26][CH2:25][N:24]([C:34]#[N:35])[CH2:23]4)[CH:20]=[CH:19][C:15]=3[N:16]=[CH:17][N:18]=2)=[CH:10][CH:9]=1)[C:2]1[CH:7]=[CH:6][CH:5]=[CH:4][CH:3]=1. The catalyst class is: 46. (5) Reactant: Cl.[NH:2]1[CH2:7][CH2:6][CH:5]([CH:8]([C:10]2[CH:15]=[CH:14][C:13]([O:16][C:17]([F:20])([F:19])[F:18])=[CH:12][CH:11]=2)[OH:9])[CH2:4][CH2:3]1.BrCC1C=C[C:26]([C:29]2[N:30]=[N:31][N:32]([CH3:34])[N:33]=2)=CC=1.C(N(CC)C(C)C)(C)C. Product: [CH3:34][N:32]1[N:31]=[N:30][C:29]([CH2:26][N:2]2[CH2:7][CH2:6][CH:5]([CH:8]([C:10]3[CH:15]=[CH:14][C:13]([O:16][C:17]([F:18])([F:19])[F:20])=[CH:12][CH:11]=3)[OH:9])[CH2:4][CH2:3]2)=[N:33]1. The catalyst class is: 16.